Dataset: Experimentally validated miRNA-target interactions with 360,000+ pairs, plus equal number of negative samples. Task: Binary Classification. Given a miRNA mature sequence and a target amino acid sequence, predict their likelihood of interaction. (1) The protein sequence of the target gene is MQPPSLLLLLLLLLLLCVSVVRPRGLLCGSFPEPCANGGTCLSLSLGQGTCQCAPGFLGETCQFPDPCQNAQLCQNGGSCQALLPAPLGLPSSPSPLTPSFLCTCLPGFTGERCQAKLEDPCPPSFCSKRGRCHIQASGRPQCSCMPGWTGEQCQLRDFCSANPCVNGGVCLATYPQIQCHCPPGFEGHACERDVNECFQDPGPCPKGTSCHNTLGSFQCLCPVGQEGPRCELRAGPCPPRGCSNGGTCQLMPEKDSTFHLCLCPPGFIGPDCEVNPDNCVSHQCQNGGTCQDGLDTYTC.... The miRNA is hsa-miR-34c-5p with sequence AGGCAGUGUAGUUAGCUGAUUGC. Result: 1 (interaction). (2) The protein sequence of the target gene is MSGIKRTIKETDPDYEDVSVALPNKRHKAIESSARDAAVQKIETIIKEQFALEMKNKEHEIDVIDQRLIEARRMMDKLRACIVANYYASAGLLKVSEGLKTFDPMAFNHPAIKKFLESPSRSSSPTNQRSETPSANHSESDSLSQHNDFLSDKDNNSNVDVEERPPSTGEQRPSRKAGRDTSSISGSHKRELRNADLTGDETSRLFVKKTIVVGNVSKYIPPDKREENDQSTHKWMVYVRGSRREPSINHFVKKVWFFLHPSYKPNDLVEVREPPFHLTRRGWGEFPVRVQVHFKDSQNK.... The miRNA is hsa-miR-6842-3p with sequence UUGGCUGGUCUCUGCUCCGCAG. Result: 0 (no interaction). (3) The miRNA is mmu-miR-138-5p with sequence AGCUGGUGUUGUGAAUCAGGCCG. The protein sequence of the target gene is MTAKMETTFYDDALNASFLQSESGAYGYSNPKILKQSMTLNLADPVGSLKPHLRAKNSDLLTSPDVGLLKLASPELERLIIQSSNGHITTTPTPTQFLCPKNVTDEQEGFAEGFVRALAELHSQNTLPSVTSAAQPVSGAGMVAPAVASVAGAGGGGGYSASLHSEPPVYANLSNFNPGALSSGGGAPSYGAAGLAFPSQPQQQQQPPQPPHHLPQQIPVQHPRLQALKEEPQTVPEMPGETPPLSPIDMESQERIKAERKRMRNRIAASKCRKRKLERIARLEEKVKTLKAQNSELAST.... Result: 1 (interaction). (4) The miRNA is hsa-miR-17-5p with sequence CAAAGUGCUUACAGUGCAGGUAG. The protein sequence of the target gene is MSLKMDNRDVAGKANRWFGVAPPKSGKMNMNILHQEELIAQKKREIEAKMEQKAKQNQVASPQPPHPGEITNAHNSSCISNKFANDGSFLQQFLKLQKAQTSTDAPTSAPSAPPSTPTPSAGKRSLLISRRTGLGLASLPGPVKSYSHAKQLPVAHRPSVFQSPDEDEEEDYEQWLEIKVSPPEGAETRKVIEKLARFVAEGGPELEKVAMEDYKDNPAFAFLHDKNSREFLYYRKKVAEIRKEAQKSQAASQKVSPPEDEEVKNLAEKLARFIADGGPEVETIALQNNRENQAFSFLYE.... Result: 1 (interaction). (5) The miRNA is hsa-miR-431-5p with sequence UGUCUUGCAGGCCGUCAUGCA. The protein sequence of the target gene is MVEADHPGKLFIGGLNRETNEKMLKAVFGKHGPISEVLLIKDRTSKSRGFAFITFENPADAKNAAKDMNGKSLHGKAIKVEQAKKPSFQSGGRRRPPASSRNRSPSGSLRSARGSRGGTRGWLPSQEGHLDDGGYTPDLKMSYSRGLIPVKRGPSSRSGGPPPKKSAPSAVARSNSWMGSQGPMSQRRENYGVPPRRATISSWRNDRMSTRHDGYATNDGNHPSCQETRDYAPPSRGYAYRDNGHSNRDEHSSRGYRNHRSSRETRDYAPPSRGHAYRDYGHSRRDESYSRGYRNRRSSR.... Result: 0 (no interaction). (6) The miRNA is cel-miR-40-3p with sequence UCACCGGGUGUACAUCAGCUAA. The protein sequence of the target gene is MAVDIQPACLGLYCGKTLLFKNGSSEIYGECGVCPRGQRTNAQKYCQPCTESPELYDWLYLGFMAMLPLVLHWFFIEWYSGKKSSSALFQHITALFECTMAAIITLLVSDPVGVLYIRSCRVLMLSDWYTMLYNPSPDYVTTVHCTHEAVYPLYTIVFVYYAFCLVLMMLLRPLLVKKIACGLGKSDRFKSIYAALYFFPILTVLQAVGGGLLYYAFPYIILVLSLVTLAVYMSASEIENCYDLLVRKKRLIVLFSHWLLHAYGIVSISRVDRLEHDLPLLALVPTPALFYLFTAKFTEP.... Result: 0 (no interaction). (7) The miRNA is hsa-miR-532-3p with sequence CCUCCCACACCCAAGGCUUGCA. The protein sequence of the target gene is MAERGRKRPCGPGEHGQRIEWRKWKQQKKEEKKKWKDLKLMKKLERQRAQEEQAKRLEEEEAAAEKEDRGRPYTLSVALPGSILDNAQSPELRTYLAGQIARACAIFCVDEIVVFDEEGQDAKTVEGEFTGVGKKGQACVQLARILQYLECPQYLRKAFFPKHQDLQFAGLLNPLDSPHHMRQDEESEFREGIVVDRPTRPGHGSFVNCGMKKEVKIDKNLEPGLRVTVRLNQQQHPDCKTYHGKVVSSQDPRTKAGLYWGYTVRLASCLSAVFAEAPFQDGYDLTIGTSERGSDVASAQ.... Result: 0 (no interaction). (8) The miRNA is mmu-miR-7020-3p with sequence AACCCCUCUCUUCUCUCCCAG. The protein sequence of the target gene is MARPLSDRTPGPLLLGGPAGAPPGGGALLGLRSLLQGNSKPKEPASCLLKEKERKATLPSAPVPGPGLETAGPADAPSGAVSGGGSPRGRSGPVAGPSLFAPLLWERTLPFGDVEYVDLDAFLLEHGLPPSPPPPGGLSPAPSPARTPAPSPGPGSCSSSSPRSSPGHAPARATLGAAGGHRAGLTSRDTPSPVDPDTVEVLMTFEPDPADLALSSIPGHETFDPRRHRFSEEELKPQPIMKKARKVQVPEEQKDEKYWSRRYKNNEAAKRSRDARRLKENQISVRAAFLEKENALLRQE.... Result: 0 (no interaction). (9) The miRNA is mmu-miR-350-3p with sequence UUCACAAAGCCCAUACACUUUC. The protein sequence of the target gene is MAEGRGSRERPDVETQKTELGALMGTTLQRGAQWYLIDSRWFKQWKKYVGFDSWDMYNVGEHNLFPGPIDNSGLFSDPESQTLKEHLIDELDYVLVPAEAWNKLLNWYGCVEGQQPIVRKVVEHGLFVKHCKVEVYLLELKLCENSDPTNVLSCHFSKADTIATIEKEMRKLFNIPAERETRLWNKYMSNTYEQLSKLDNTIQDAGLYQGQVLVIEPQNEDGTWPRQSLQSKSSTAPSRNFTTSSKPSASPYCSVSASLIANGDSTNSSGMHSSGVSRGGSGFSASYNCQEPPSPHIQPG.... Result: 0 (no interaction). (10) The miRNA is hsa-miR-671-5p with sequence AGGAAGCCCUGGAGGGGCUGGAG. The protein sequence of the target gene is MSDVEENNFEGRESRSQSKSPTGTPARVKSESRSGSRSPSRVSKHSESHSRSRSKSRSRSRRHSHRRYTRSRSHSHSHRRRSRSRSYTPEYRRRRSRSHSPMSNRRRHTGSRANPDPNTCLGVFGLSLYTTERDLREVFSRYGPLSGVNVVYDQRTGRSRGFAFVYFERIDDSKEAMERANGMELDGRRIRVDYSITKRAHTPTPGIYMGRPTHSGGGGGGGGGGGGGGGGRRRDSYYDRGYDRGYDRYEDYDYRYRRRSPSPYYSRYRSRSRSRSYSPRRY. Result: 0 (no interaction).